From a dataset of Forward reaction prediction with 1.9M reactions from USPTO patents (1976-2016). Predict the product of the given reaction. Given the reactants [C:1]([C:5]1[CH:10]=[CH:9][C:8]([C:11]2[C:15](=[O:16])[CH2:14][CH2:13][C:12]=2[C:17]2[CH:22]=[CH:21][C:20]([NH:23][C:24](=[O:30])[O:25][C:26]([CH3:29])([CH3:28])[CH3:27])=[CH:19][CH:18]=2)=[CH:7][CH:6]=1)([CH3:4])([CH3:3])[CH3:2], predict the reaction product. The product is: [C:1]([C:5]1[CH:6]=[CH:7][C:8]([CH:11]2[CH:15]([OH:16])[CH2:14][CH2:13][CH:12]2[C:17]2[CH:18]=[CH:19][C:20]([NH:23][C:24](=[O:30])[O:25][C:26]([CH3:29])([CH3:28])[CH3:27])=[CH:21][CH:22]=2)=[CH:9][CH:10]=1)([CH3:4])([CH3:2])[CH3:3].